This data is from Forward reaction prediction with 1.9M reactions from USPTO patents (1976-2016). The task is: Predict the product of the given reaction. (1) Given the reactants [C:1]1([C:7]([C:22]2[CH:27]=[CH:26][CH:25]=[CH:24][CH:23]=2)([C:16]2[CH:21]=[CH:20][CH:19]=[CH:18][CH:17]=2)[NH:8][C@H:9]2[CH2:15][CH2:14][CH2:13][CH2:12][NH:11][CH2:10]2)[CH:6]=[CH:5][CH:4]=[CH:3][CH:2]=1.[C:28](O[C:28]([O:30][C:31]([CH3:34])([CH3:33])[CH3:32])=[O:29])([O:30][C:31]([CH3:34])([CH3:33])[CH3:32])=[O:29], predict the reaction product. The product is: [C:22]1([C:7]([NH:8][C@H:9]2[CH2:15][CH2:14][CH2:13][CH2:12][N:11]([C:28]([O:30][C:31]([CH3:34])([CH3:33])[CH3:32])=[O:29])[CH2:10]2)([C:1]2[CH:6]=[CH:5][CH:4]=[CH:3][CH:2]=2)[C:16]2[CH:17]=[CH:18][CH:19]=[CH:20][CH:21]=2)[CH:23]=[CH:24][CH:25]=[CH:26][CH:27]=1. (2) Given the reactants [NH2:1][C@H:2]1[CH2:7][CH2:6][C@H:5]([C:8]([OH:10])=[O:9])[CH2:4][CH2:3]1.S(Cl)(Cl)=O.[CH2:15](N(CC)CC)C.[CH3:22][C:23]([O:26][C:27](O[C:27]([O:26][C:23]([CH3:25])([CH3:24])[CH3:22])=[O:28])=[O:28])([CH3:25])[CH3:24].C(=O)(O)[O-].[Na+], predict the reaction product. The product is: [C:23]([O:26][C:27]([NH:1][C@H:2]1[CH2:7][CH2:6][C@H:5]([C:8]([O:10][CH3:15])=[O:9])[CH2:4][CH2:3]1)=[O:28])([CH3:25])([CH3:24])[CH3:22]. (3) Given the reactants C(O[C:9]([NH:11][C:12]1[CH:13]=[CH:14][C:15]([N:19]2[CH:23]=[C:22]([CH3:24])[N:21]=[CH:20]2)=[C:16]([F:18])[CH:17]=1)=O)C1C=CC=CC=1.C([Li])CCC.[CH2:30]([O:34][C:35](=[O:39])CCC)[C@@H:31]1[O:33]C1.C(=O)(O)[O-].[Na+], predict the reaction product. The product is: [F:18][C:16]1[CH:17]=[C:12]([N:11]2[CH2:9][C@H:30]([CH2:31][OH:33])[O:34][C:35]2=[O:39])[CH:13]=[CH:14][C:15]=1[N:19]1[CH:23]=[C:22]([CH3:24])[N:21]=[CH:20]1. (4) Given the reactants [CH:1]([C:4]1[C:5]([C:14]([C:16]2[CH:17]=[C:18]([CH:23]=[CH:24][C:25]#[N:26])[CH:19]=[C:20]([CH3:22])[CH:21]=2)=[O:15])=[N:6][C:7]([O:12]C)=[N:8][C:9]=1[O:10]C)([CH3:3])[CH3:2], predict the reaction product. The product is: [CH:1]([C:4]1[C:9](=[O:10])[NH:8][C:7](=[O:12])[NH:6][C:5]=1[C:14]([C:16]1[CH:17]=[C:18]([CH:23]=[CH:24][C:25]#[N:26])[CH:19]=[C:20]([CH3:22])[CH:21]=1)=[O:15])([CH3:3])[CH3:2]. (5) Given the reactants [Cl:1][C:2]1[CH:11]=[CH:10][CH:9]=[C:8]2[C:3]=1[C:4](=[O:16])[C:5]([C:12]([O:14][CH3:15])=[O:13])=[N:6][NH:7]2.[CH2:17](Br)[C:18]1[CH:23]=[CH:22][CH:21]=[CH:20][CH:19]=1.[H-].[Na+], predict the reaction product. The product is: [CH2:17]([N:7]1[C:8]2[C:3](=[C:2]([Cl:1])[CH:11]=[CH:10][CH:9]=2)[C:4](=[O:16])[C:5]([C:12]([O:14][CH3:15])=[O:13])=[N:6]1)[C:18]1[CH:23]=[CH:22][CH:21]=[CH:20][CH:19]=1. (6) Given the reactants C1(CC2C(C=COC)=C(C(F)(F)F)N=C(C(F)F)C=2C(OC)=O)CC1.BrBr.C(=O)([O-])[O-].[K+].[K+].[Br:34][CH:35]([C:41]1[C:42]([CH2:58][CH:59]2[CH2:61][CH2:60]2)=[C:43]([C:54]([O:56][CH3:57])=[O:55])[C:44]([CH:51]([F:53])[F:52])=[N:45][C:46]=1[C:47]([F:50])([F:49])[F:48])[CH:36](OC)[O:37][CH3:38], predict the reaction product. The product is: [Br:34][C:35]([C:41]1[C:42]([CH2:58][CH:59]2[CH2:60][CH2:61]2)=[C:43]([C:54]([O:56][CH3:57])=[O:55])[C:44]([CH:51]([F:52])[F:53])=[N:45][C:46]=1[C:47]([F:48])([F:49])[F:50])=[CH:36][O:37][CH3:38].